This data is from NCI-60 drug combinations with 297,098 pairs across 59 cell lines. The task is: Regression. Given two drug SMILES strings and cell line genomic features, predict the synergy score measuring deviation from expected non-interaction effect. (1) Drug 1: C1CCC(C1)C(CC#N)N2C=C(C=N2)C3=C4C=CNC4=NC=N3. Drug 2: CNC(=O)C1=CC=CC=C1SC2=CC3=C(C=C2)C(=NN3)C=CC4=CC=CC=N4. Cell line: T-47D. Synergy scores: CSS=2.60, Synergy_ZIP=5.33, Synergy_Bliss=9.06, Synergy_Loewe=2.36, Synergy_HSA=3.77. (2) Drug 1: C1=CC(=CC=C1CCCC(=O)O)N(CCCl)CCCl. Drug 2: CC1C(C(CC(O1)OC2CC(CC3=C2C(=C4C(=C3O)C(=O)C5=CC=CC=C5C4=O)O)(C(=O)C)O)N)O. Cell line: SK-OV-3. Synergy scores: CSS=25.6, Synergy_ZIP=0.557, Synergy_Bliss=0.303, Synergy_Loewe=-28.3, Synergy_HSA=-0.652. (3) Drug 1: C1=CN(C(=O)N=C1N)C2C(C(C(O2)CO)O)O.Cl. Drug 2: CCC1(CC2CC(C3=C(CCN(C2)C1)C4=CC=CC=C4N3)(C5=C(C=C6C(=C5)C78CCN9C7C(C=CC9)(C(C(C8N6C=O)(C(=O)OC)O)OC(=O)C)CC)OC)C(=O)OC)O.OS(=O)(=O)O. Cell line: RPMI-8226. Synergy scores: CSS=58.6, Synergy_ZIP=-5.52, Synergy_Bliss=-0.297, Synergy_Loewe=-1.15, Synergy_HSA=1.21. (4) Cell line: COLO 205. Drug 2: CN1C(=O)N2C=NC(=C2N=N1)C(=O)N. Drug 1: CC1=C2C(C(=O)C3(C(CC4C(C3C(C(C2(C)C)(CC1OC(=O)C(C(C5=CC=CC=C5)NC(=O)OC(C)(C)C)O)O)OC(=O)C6=CC=CC=C6)(CO4)OC(=O)C)OC)C)OC. Synergy scores: CSS=68.5, Synergy_ZIP=11.9, Synergy_Bliss=12.4, Synergy_Loewe=-28.0, Synergy_HSA=10.1. (5) Drug 1: C1CN(P(=O)(OC1)NCCCl)CCCl. Drug 2: CC1C(C(CC(O1)OC2CC(CC3=C2C(=C4C(=C3O)C(=O)C5=C(C4=O)C(=CC=C5)OC)O)(C(=O)CO)O)N)O.Cl. Cell line: OVCAR-4. Synergy scores: CSS=37.1, Synergy_ZIP=0.306, Synergy_Bliss=2.39, Synergy_Loewe=-13.8, Synergy_HSA=4.95. (6) Drug 1: C1CC(=O)NC(=O)C1N2CC3=C(C2=O)C=CC=C3N. Drug 2: C1=NC2=C(N1)C(=S)N=C(N2)N. Cell line: KM12. Synergy scores: CSS=41.4, Synergy_ZIP=4.26, Synergy_Bliss=2.84, Synergy_Loewe=-23.0, Synergy_HSA=1.96. (7) Drug 1: CCC1=C2CN3C(=CC4=C(C3=O)COC(=O)C4(CC)O)C2=NC5=C1C=C(C=C5)O. Drug 2: C1CN1C2=NC(=NC(=N2)N3CC3)N4CC4. Cell line: OVCAR-5. Synergy scores: CSS=51.9, Synergy_ZIP=-5.93, Synergy_Bliss=0.440, Synergy_Loewe=0.439, Synergy_HSA=3.51. (8) Drug 1: CC12CCC3C(C1CCC2OP(=O)(O)O)CCC4=C3C=CC(=C4)OC(=O)N(CCCl)CCCl.[Na+]. Drug 2: CC1C(C(CC(O1)OC2CC(CC3=C2C(=C4C(=C3O)C(=O)C5=C(C4=O)C(=CC=C5)OC)O)(C(=O)CO)O)N)O.Cl. Cell line: 786-0. Synergy scores: CSS=44.4, Synergy_ZIP=3.89, Synergy_Bliss=4.08, Synergy_Loewe=-22.5, Synergy_HSA=4.64. (9) Drug 1: C1=CC(=CC=C1CC(C(=O)O)N)N(CCCl)CCCl.Cl. Cell line: OVCAR-8. Synergy scores: CSS=20.5, Synergy_ZIP=-4.58, Synergy_Bliss=-1.75, Synergy_Loewe=-3.77, Synergy_HSA=-3.99. Drug 2: C1=CC=C(C(=C1)C(C2=CC=C(C=C2)Cl)C(Cl)Cl)Cl. (10) Drug 1: COC1=C(C=C2C(=C1)N=CN=C2NC3=CC(=C(C=C3)F)Cl)OCCCN4CCOCC4. Drug 2: C1CC(=O)NC(=O)C1N2C(=O)C3=CC=CC=C3C2=O. Cell line: SNB-75. Synergy scores: CSS=21.7, Synergy_ZIP=-5.49, Synergy_Bliss=-1.43, Synergy_Loewe=-10.4, Synergy_HSA=-1.60.